This data is from Reaction yield outcomes from USPTO patents with 853,638 reactions. The task is: Predict the reaction yield, written as a fraction of the theoretical maximum amount of product (1.0 means a 100% yield; for example, 0.34 means a 34% yield). (1) The reactants are C(OC([N:11]1[CH:17]([C:18]2[NH:19][C:20]([C:23]3[CH:28]=[CH:27][C:26]([Br:29])=[CH:25][CH:24]=3)=[CH:21][N:22]=2)[CH2:16][C:13]2([CH2:15][CH2:14]2)[CH2:12]1)=O)C1C=CC=CC=1.Br.[CH3:31][O:32][C:33]([NH:35][CH:36]([CH:40]([CH3:42])[CH3:41])[C:37](O)=[O:38])=[O:34].CN(C(ON1N=NC2C=CC=NC1=2)=[N+](C)C)C.F[P-](F)(F)(F)(F)F.CCN(C(C)C)C(C)C. The catalyst is CCOC(C)=O.CN(C=O)C.C(Cl)Cl. The product is [CH3:31][O:32][C:33](=[O:34])[NH:35][CH:36]([C:37]([N:11]1[CH:17]([C:18]2[NH:19][C:20]([C:23]3[CH:28]=[CH:27][C:26]([Br:29])=[CH:25][CH:24]=3)=[CH:21][N:22]=2)[CH2:16][C:13]2([CH2:15][CH2:14]2)[CH2:12]1)=[O:38])[CH:40]([CH3:42])[CH3:41]. The yield is 0.600. (2) The product is [C:19]([C:14]1[CH:13]=[C:12]([N:6]2[C:7]([C:9]([N:21]3[C:22]4[C:24](=[CH:23][CH:35]=[C:33]([N:32]5[CH2:31][CH2:9][CH2:7][CH2:8][CH2:4][C:2]5=[O:3])[CH:34]=4)[CH2:25][CH2:26]3)=[O:11])=[CH:8][C:4]([C:2]([NH2:1])=[O:3])=[N:5]2)[CH:17]=[CH:16][C:15]=1[F:18])#[N:20]. The reactants are [NH2:1][C:2]([C:4]1[CH:8]=[C:7]([C:9]([OH:11])=O)[N:6]([C:12]2[CH:17]=[CH:16][C:15]([F:18])=[C:14]([C:19]#[N:20])[CH:13]=2)[N:5]=1)=[O:3].[N:21]1[CH:26]=[CH:25][CH:24]=[CH:23][CH:22]=1.C(N=[C:31]=[N:32][CH:33]([CH3:35])[CH3:34])(C)C.Cl. The catalyst is CN(C=O)C. The yield is 0.290.